Dataset: Full USPTO retrosynthesis dataset with 1.9M reactions from patents (1976-2016). Task: Predict the reactants needed to synthesize the given product. (1) Given the product [Cl:11][C:7]1[CH:8]=[C:9]([I:10])[C:2]2[N:1]=[C:33]([N:46]3[CH2:47][CH2:48][N:43]([CH3:42])[CH2:44][CH2:45]3)[N:36]3[N:37]=[C:26]([CH3:27])[N:5]=[C:4]3[C:3]=2[CH:6]=1, predict the reactants needed to synthesize it. The reactants are: [NH2:1][C:2]1[C:9]([I:10])=[CH:8][C:7]([Cl:11])=[CH:6][C:3]=1[C:4]#[N:5].NC1C=CC(Cl)=CC=1C#N.ClC(O[CH2:26][CH3:27])=O.ClC(OC)=O.[C:33]([NH:36][NH2:37])(=O)C.C(NN)=O.[CH3:42][N:43]1[CH2:48][CH2:47][NH:46][CH2:45][CH2:44]1.N1CCNCC1. (2) Given the product [CH2:30]([O:29][C:23]([C:24]1[NH:11][C:8]2[C:9]([C:25]=1[CH3:27])=[CH:10][C:5]([CH:2]([CH3:4])[CH3:3])=[C:6]([O:12][CH3:13])[CH:7]=2)=[O:28])[CH3:31], predict the reactants needed to synthesize it. The reactants are: Cl.[CH:2]([C:5]1[CH:10]=[CH:9][C:8]([NH2:11])=[CH:7][C:6]=1[O:12][CH3:13])([CH3:4])[CH3:3].N([O-])=O.[Na+].C([O-])(=O)C.[Na+].[C:23]([O:29][CH2:30][CH3:31])(=[O:28])[CH2:24][C:25]([CH3:27])=O.[OH-].[K+]. (3) The reactants are: [CH3:1][O:2][CH2:3][C@@H:4]([S:6]([C:9]1[CH:27]=[CH:26][C:25]([N+:28]([O-])=O)=[CH:24][C:10]=1[CH2:11][N:12](C)[C:13](=O)OCC1C=CC=CC=1)(=[O:8])=[O:7])[CH3:5]. Given the product [CH3:1][O:2][CH2:3][C@@H:4]([S:6]([C:9]1[CH:27]=[CH:26][C:25]([NH2:28])=[CH:24][C:10]=1[CH2:11][NH:12][CH3:13])(=[O:7])=[O:8])[CH3:5], predict the reactants needed to synthesize it. (4) Given the product [O:1]1[C:6]2[CH:7]=[CH:8][C:9]([C:11]3[C:18]([CH3:19])=[CH:17][CH:16]=[C:15]([CH3:20])[C:12]=3[CH:13]([OH:14])[C:25]#[N:26])=[CH:10][C:5]=2[CH2:4][CH2:3][CH2:2]1, predict the reactants needed to synthesize it. The reactants are: [O:1]1[C:6]2[CH:7]=[CH:8][C:9]([C:11]3[C:18]([CH3:19])=[CH:17][CH:16]=[C:15]([CH3:20])[C:12]=3[CH:13]=[O:14])=[CH:10][C:5]=2[CH2:4][CH2:3][CH2:2]1.C[Si]([C:25]#[N:26])(C)C.[Na].